This data is from Forward reaction prediction with 1.9M reactions from USPTO patents (1976-2016). The task is: Predict the product of the given reaction. (1) The product is: [CH3:40][N:2]([CH3:1])[CH2:3][CH2:4][C:5]1[CH:6]=[C:7]([NH:11][C:12]2[N:17]=[C:16]3[N:18]([C:32]4[CH:33]=[C:34]([CH:37]=[CH:38][CH:39]=4)[C:35]([NH2:36])=[O:41])[C:19](=[O:31])[N:20]([C:23]4[CH:28]=[CH:27][C:26]([O:29][CH3:30])=[CH:25][CH:24]=4)[CH:21]([CH3:22])[C:15]3=[CH:14][N:13]=2)[CH:8]=[CH:9][CH:10]=1. Given the reactants [CH3:1][N:2]([CH3:40])[CH2:3][CH2:4][C:5]1[CH:6]=[C:7]([NH:11][C:12]2[N:17]=[C:16]3[N:18]([C:32]4[CH:33]=[C:34]([CH:37]=[CH:38][CH:39]=4)[C:35]#[N:36])[C:19](=[O:31])[N:20]([C:23]4[CH:28]=[CH:27][C:26]([O:29][CH3:30])=[CH:25][CH:24]=4)[CH:21]([CH3:22])[C:15]3=[CH:14][N:13]=2)[CH:8]=[CH:9][CH:10]=1.[OH-:41].[Na+].C(#N)C1C=CC=CC=1.OO, predict the reaction product. (2) Given the reactants Br[C:2]1[CH:3]=[CH:4][C:5]([C:8]([OH:10])=[O:9])=[N:6][CH:7]=1.[Cl:11][C:12]1[CH:17]=[CH:16][C:15](OB(O)O)=[CH:14][CH:13]=1, predict the reaction product. The product is: [Cl:11][C:12]1[CH:17]=[CH:16][C:15]([C:2]2[CH:3]=[CH:4][C:5]([C:8]([OH:10])=[O:9])=[N:6][CH:7]=2)=[CH:14][CH:13]=1. (3) Given the reactants CN(C)[CH:3]=[CH:4][C:5]([C:7]1[CH:8]=[C:9]([NH:19][C:20](=[O:26])[O:21][C:22]([CH3:25])([CH3:24])[CH3:23])[C:10]2[C:15]([CH:16]=1)=[CH:14][CH:13]=[C:12]([O:17][CH3:18])[CH:11]=2)=O.S(O)(O)(=O)=O.[CH3:33][N:34]([CH3:38])[C:35]([NH2:37])=[NH:36].[O-]CC.[Na+].C(OCC)(=O)C, predict the reaction product. The product is: [CH3:33][N:34]([CH3:38])[C:35]1[N:37]=[C:5]([C:7]2[CH:8]=[C:9]([NH:19][C:20](=[O:26])[O:21][C:22]([CH3:24])([CH3:23])[CH3:25])[C:10]3[C:15]([CH:16]=2)=[CH:14][CH:13]=[C:12]([O:17][CH3:18])[CH:11]=3)[CH:4]=[CH:3][N:36]=1. (4) Given the reactants [Br:1][C:2]1[CH:30]=[CH:29][C:5]([CH2:6][C:7]2[O:8][C:9]([CH3:28])=[C:10]([CH3:27])[C:11]=2[C:12]([C:14]2[CH:19]=[C:18]([CH:20]([CH3:22])[CH3:21])[C:17]([OH:23])=[C:16]([CH:24]([CH3:26])[CH3:25])[CH:15]=2)=[O:13])=[CH:4][CH:3]=1.Cl[S:32]([C:35]1[CH:43]=[CH:42][C:38]([C:39]([OH:41])=[O:40])=[C:37]([OH:44])[CH:36]=1)(=[O:34])=[O:33], predict the reaction product. The product is: [Br:1][C:2]1[CH:30]=[CH:29][C:5]([CH2:6][C:7]2[O:8][C:9]([CH3:28])=[C:10]([CH3:27])[C:11]=2[C:12]([C:14]2[CH:19]=[C:18]([CH:20]([CH3:22])[CH3:21])[C:17]([O:23][S:32]([C:35]3[CH:43]=[CH:42][C:38]([C:39]([OH:41])=[O:40])=[C:37]([OH:44])[CH:36]=3)(=[O:34])=[O:33])=[C:16]([CH:24]([CH3:25])[CH3:26])[CH:15]=2)=[O:13])=[CH:4][CH:3]=1. (5) Given the reactants [NH:1]1[C:9]2[C:4](=[CH:5][CH:6]=[CH:7][N:8]=2)[CH:3]=[CH:2]1.[H-].[Na+].[CH3:12][O:13][C:14]1[C:23]2[CH2:22][C@@H:21]([N:24]([CH3:31])[C:25](=[O:30])[C:26]([F:29])([F:28])[F:27])[CH2:20][CH2:19][C:18]=2[C:17]([S:32](Cl)(=[O:34])=[O:33])=[CH:16][CH:15]=1.O, predict the reaction product. The product is: [F:29][C:26]([F:27])([F:28])[C:25]([N:24]([C@H:21]1[CH2:20][CH2:19][C:18]2[C:23](=[C:14]([O:13][CH3:12])[CH:15]=[CH:16][C:17]=2[S:32]([N:1]2[C:9]3=[N:8][CH:7]=[CH:6][CH:5]=[C:4]3[CH:3]=[CH:2]2)(=[O:33])=[O:34])[CH2:22]1)[CH3:31])=[O:30]. (6) Given the reactants [N+:1]([C:4]1[CH:5]=[C:6]2[CH2:12][CH2:11][CH:10]([C:13]([O:15][CH2:16][CH3:17])=[O:14])[C:7]2=[N:8][CH:9]=1)([O-])=O.[H][H], predict the reaction product. The product is: [NH2:1][C:4]1[CH:5]=[C:6]2[CH2:12][CH2:11][CH:10]([C:13]([O:15][CH2:16][CH3:17])=[O:14])[C:7]2=[N:8][CH:9]=1.